From a dataset of NCI-60 drug combinations with 297,098 pairs across 59 cell lines. Regression. Given two drug SMILES strings and cell line genomic features, predict the synergy score measuring deviation from expected non-interaction effect. (1) Drug 1: CC1=C(C(=CC=C1)Cl)NC(=O)C2=CN=C(S2)NC3=CC(=NC(=N3)C)N4CCN(CC4)CCO. Drug 2: C(=O)(N)NO. Cell line: HCC-2998. Synergy scores: CSS=-0.136, Synergy_ZIP=-2.18, Synergy_Bliss=-1.85, Synergy_Loewe=-9.86, Synergy_HSA=-3.77. (2) Drug 1: C1CCN(CC1)CCOC2=CC=C(C=C2)C(=O)C3=C(SC4=C3C=CC(=C4)O)C5=CC=C(C=C5)O. Drug 2: C1=NC2=C(N=C(N=C2N1C3C(C(C(O3)CO)O)F)Cl)N. Cell line: MOLT-4. Synergy scores: CSS=43.5, Synergy_ZIP=-0.434, Synergy_Bliss=-1.14, Synergy_Loewe=-1.17, Synergy_HSA=-0.371. (3) Drug 1: C(CC(=O)O)C(=O)CN.Cl. Drug 2: COCCOC1=C(C=C2C(=C1)C(=NC=N2)NC3=CC=CC(=C3)C#C)OCCOC.Cl. Cell line: UO-31. Synergy scores: CSS=33.5, Synergy_ZIP=-6.92, Synergy_Bliss=-1.22, Synergy_Loewe=2.18, Synergy_HSA=3.63. (4) Drug 1: CS(=O)(=O)CCNCC1=CC=C(O1)C2=CC3=C(C=C2)N=CN=C3NC4=CC(=C(C=C4)OCC5=CC(=CC=C5)F)Cl. Drug 2: CC1=C(N=C(N=C1N)C(CC(=O)N)NCC(C(=O)N)N)C(=O)NC(C(C2=CN=CN2)OC3C(C(C(C(O3)CO)O)O)OC4C(C(C(C(O4)CO)O)OC(=O)N)O)C(=O)NC(C)C(C(C)C(=O)NC(C(C)O)C(=O)NCCC5=NC(=CS5)C6=NC(=CS6)C(=O)NCCC[S+](C)C)O. Cell line: BT-549. Synergy scores: CSS=16.6, Synergy_ZIP=-6.97, Synergy_Bliss=2.89, Synergy_Loewe=-10.8, Synergy_HSA=1.42. (5) Drug 1: COC1=C(C=C2C(=C1)N=CN=C2NC3=CC(=C(C=C3)F)Cl)OCCCN4CCOCC4. Drug 2: CC(C)(C#N)C1=CC(=CC(=C1)CN2C=NC=N2)C(C)(C)C#N. Cell line: OVCAR3. Synergy scores: CSS=26.6, Synergy_ZIP=-3.08, Synergy_Bliss=-0.313, Synergy_Loewe=-0.479, Synergy_HSA=0.335. (6) Drug 1: CC(CN1CC(=O)NC(=O)C1)N2CC(=O)NC(=O)C2. Drug 2: CC12CCC3C(C1CCC2O)C(CC4=C3C=CC(=C4)O)CCCCCCCCCS(=O)CCCC(C(F)(F)F)(F)F. Cell line: HL-60(TB). Synergy scores: CSS=63.2, Synergy_ZIP=-1.47, Synergy_Bliss=1.31, Synergy_Loewe=0.161, Synergy_HSA=0.511.